From a dataset of Catalyst prediction with 721,799 reactions and 888 catalyst types from USPTO. Predict which catalyst facilitates the given reaction. (1) Reactant: Cl[C:2]1[C:3]([C:16]2[CH:21]=[CH:20][C:19]([F:22])=[CH:18][CH:17]=2)=[N:4][C:5]2[C:10]([N:11]=1)=[CH:9][C:8]([C:12]([O:14][CH3:15])=[O:13])=[CH:7][CH:6]=2.CCN(C(C)C)C(C)C.[CH2:32]([NH:36][CH3:37])[CH:33]([CH3:35])[CH3:34]. Product: [F:22][C:19]1[CH:20]=[CH:21][C:16]([C:3]2[C:2]([N:36]([CH2:32][CH:33]([CH3:35])[CH3:34])[CH3:37])=[N:11][C:10]3[C:5](=[CH:6][CH:7]=[C:8]([C:12]([O:14][CH3:15])=[O:13])[CH:9]=3)[N:4]=2)=[CH:17][CH:18]=1. The catalyst class is: 58. (2) The catalyst class is: 92. Reactant: [F:1][C:2]1[CH:3]=[C:4]([C:9]2[C:10]3[N:11]([N:19]=[C:20]([NH2:22])[N:21]=3)[CH:12]=[C:13]([C:15]([F:18])([F:17])[F:16])[CH:14]=2)[CH:5]=[CH:6][C:7]=1[F:8].[Mg].II. Product: [F:1][C:2]1[CH:3]=[C:4]([CH:9]2[CH2:14][CH:13]([C:15]([F:17])([F:16])[F:18])[CH2:12][N:11]3[N:19]=[C:20]([NH2:22])[N:21]=[C:10]23)[CH:5]=[CH:6][C:7]=1[F:8]. (3) Product: [CH2:1]([O:4][NH:5][C@@H:21]1[CH:26]=[CH:25][C@@H:24]([CH2:27][O:28][Si:29]([C:32]([CH3:35])([CH3:34])[CH3:33])([CH3:30])[CH3:31])[NH:23][CH2:22]1)[CH:2]=[CH2:3]. Reactant: [CH2:1]([O:4][N:5]([C@@H:21]1[CH:26]=[CH:25][C@@H:24]([CH2:27][O:28][Si:29]([C:32]([CH3:35])([CH3:34])[CH3:33])([CH3:31])[CH3:30])[NH:23][CH2:22]1)S(C1C=CC([N+]([O-])=O)=CC=1[N+]([O-])=O)(=O)=O)[CH:2]=[CH2:3].C(=O)([O-])[O-].[K+].[K+].C1(S)C=CC=CC=1. The catalyst class is: 10. (4) Reactant: Cl.Cl.[NH:3]1[CH2:7][CH2:6][C@@H:5]([N:8]2[CH2:13][CH2:12][CH2:11][CH2:10][CH2:9]2)[CH2:4]1.[OH-].[Na+].[Cl-].[Na+]. Product: [NH:3]1[CH2:7][CH2:6][C@@H:5]([N:8]2[CH2:9][CH2:10][CH2:11][CH2:12][CH2:13]2)[CH2:4]1. The catalyst class is: 6.